This data is from Full USPTO retrosynthesis dataset with 1.9M reactions from patents (1976-2016). The task is: Predict the reactants needed to synthesize the given product. (1) The reactants are: [OH-].[Na+].C([O:5][C:6]([C:8]1[C:12]([CH2:13][CH2:14][CH2:15][CH3:16])=[C:11]([Si](C)(C)C)[NH:10][N:9]=1)=[O:7])C.Cl. Given the product [CH2:13]([C:12]1[C:8]([C:6]([OH:7])=[O:5])=[N:9][NH:10][CH:11]=1)[CH2:14][CH2:15][CH3:16], predict the reactants needed to synthesize it. (2) Given the product [N:1]1[C:2]2[C:7](=[CH:6][C:5]([OH:8])=[CH:4][CH:3]=2)[CH:13]=[CH:11][CH:10]=1, predict the reactants needed to synthesize it. The reactants are: [NH2:1][C:2]1[CH:7]=[CH:6][C:5]([OH:8])=[CH:4][CH:3]=1.O[CH2:10][CH:11]([CH2:13]O)O.C1C([N+]([O-])=O)=CC=C(O)C=1.[OH-].[Na+]. (3) Given the product [NH:1]([N:11]=[N+:12]=[N-:13])[C@H:2]([C:8]([NH:21][CH2:14][C:15]1[CH:20]=[CH:19][CH:18]=[CH:17][CH:16]=1)=[O:9])[CH2:3][C:4](=[O:7])[O:5][CH3:6], predict the reactants needed to synthesize it. The reactants are: [NH:1]([N:11]=[N+:12]=[N-:13])[C@H:2]([C:8](O)=[O:9])[CH2:3][C:4](=[O:7])[O:5][CH3:6].[CH2:14]([NH2:21])[C:15]1[CH:20]=[CH:19][CH:18]=[CH:17][CH:16]=1. (4) Given the product [C:1]([O:5][C:6]([N:8]1[CH2:13][CH2:12][N:11]([C:14]2[CH:15]=[CH:16][C:17]([C:20]([OH:22])=[O:21])=[CH:18][CH:19]=2)[CH2:10][CH2:9]1)=[O:7])([CH3:4])([CH3:2])[CH3:3], predict the reactants needed to synthesize it. The reactants are: [C:1]([O:5][C:6]([N:8]1[CH2:13][CH2:12][N:11]([C:14]2[CH:19]=[CH:18][C:17]([C:20]([O:22]CC)=[O:21])=[CH:16][CH:15]=2)[CH2:10][CH2:9]1)=[O:7])([CH3:4])([CH3:3])[CH3:2].[OH-].[Na+]. (5) Given the product [CH3:24][O:25][C:26]1[CH:27]=[C:28]([NH:29][C:2]2[C:3]3[C:4](=[CH:12][NH:13][N:14]=3)[C:5]3[C:10]([CH3:11])=[N:9][S:8][C:6]=3[N:7]=2)[CH:30]=[CH:31][C:32]=1[O:33][CH3:34], predict the reactants needed to synthesize it. The reactants are: Cl[C:2]1[C:3]2[C:4](=[CH:12][N:13](CC3C=CC(OC)=CC=3)[N:14]=2)[C:5]2[C:10]([CH3:11])=[N:9][S:8][C:6]=2[N:7]=1.[CH3:24][O:25][C:26]1[CH:27]=[C:28]([CH:30]=[CH:31][C:32]=1[O:33][CH3:34])[NH2:29].Cl. (6) The reactants are: [C:1]([O:5][C:6]([NH:8][C@H:9]([CH3:20])[C:10](=O)[CH2:11][C:12]([O:14][C:15]([CH3:18])([CH3:17])[CH3:16])=[O:13])=[O:7])([CH3:4])([CH3:3])[CH3:2].[NH3:21].Cl[CH2:23][CH:24]=O. Given the product [C:1]([O:5][C:6]([NH:8][C@@H:9]([C:10]1[NH:21][CH:23]=[CH:24][C:11]=1[C:12]([O:14][C:15]([CH3:18])([CH3:17])[CH3:16])=[O:13])[CH3:20])=[O:7])([CH3:4])([CH3:3])[CH3:2], predict the reactants needed to synthesize it.